This data is from Catalyst prediction with 721,799 reactions and 888 catalyst types from USPTO. The task is: Predict which catalyst facilitates the given reaction. (1) Reactant: [C:1]([C:5]1[CH:12]=[CH:11][C:8]([CH2:9][NH2:10])=[CH:7][CH:6]=1)([CH3:4])([CH3:3])[CH3:2].[CH3:13][CH:14]([CH3:18])[CH2:15][CH:16]=O.[BH4-].[Na+]. Product: [C:1]([C:5]1[CH:6]=[CH:7][C:8]([CH2:9][NH:10][CH2:16][CH2:15][CH:14]([CH3:18])[CH3:13])=[CH:11][CH:12]=1)([CH3:4])([CH3:2])[CH3:3]. The catalyst class is: 240. (2) Reactant: C(OC([NH:11][CH:12]([CH2:23][CH2:24][P:25]([O:37][CH3:38])([O:27][C:28]1[CH:33]=[CH:32][CH:31]=[C:30]([N+:34]([O-:36])=[O:35])[CH:29]=1)=[O:26])[C:13]([O:15]CC1C=CC=CC=1)=[O:14])=O)C1C=CC=CC=1.C1(OC)C=CC=CC=1.[Cl-].[Cl-].[Cl-].[Al+3].O. Product: [NH2:11][CH:12]([CH2:23][CH2:24][P:25]([O:37][CH3:38])([O:27][C:28]1[CH:33]=[CH:32][CH:31]=[C:30]([N+:34]([O-:36])=[O:35])[CH:29]=1)=[O:26])[C:13]([OH:15])=[O:14]. The catalyst class is: 463. (3) Reactant: [NH2:1][C:2]1[C:3]([SH:16])=[N:4][C:5]2[CH2:6][CH2:7][CH:8]([C:12]([CH3:15])([CH3:14])[CH3:13])[CH2:9][C:10]=2[CH:11]=1.C(O[C:20]([S-])=[S:21])C.[K+]. Product: [C:12]([CH:8]1[CH2:7][CH2:6][C:5]2[N:4]=[C:3]3[S:16][C:20]([SH:21])=[N:1][C:2]3=[CH:11][C:10]=2[CH2:9]1)([CH3:13])([CH3:15])[CH3:14]. The catalyst class is: 8. (4) Reactant: C([NH:8][C:9]1[CH:10]=[C:11]([CH:16]([O:27][CH3:28])[C:17]2([C:20]([O:22][C:23]([CH3:26])([CH3:25])[CH3:24])=[O:21])[CH2:19][CH2:18]2)[CH:12]=[CH:13][C:14]=1[Cl:15])C1C=CC=CC=1. Product: [NH2:8][C:9]1[CH:10]=[C:11]([CH:16]([O:27][CH3:28])[C:17]2([C:20]([O:22][C:23]([CH3:24])([CH3:25])[CH3:26])=[O:21])[CH2:18][CH2:19]2)[CH:12]=[CH:13][C:14]=1[Cl:15]. The catalyst class is: 78. (5) Reactant: C[O:2][C:3]1[C:8]([CH2:9][NH:10][C:11](=[O:25])[C:12]2[CH:17]=[CH:16][C:15]([O:18][C:19]3[CH:24]=[CH:23][CH:22]=[CH:21][CH:20]=3)=[CH:14][CH:13]=2)=[C:7]([C:26]([F:29])([F:28])[F:27])[CH:6]=[C:5]([CH3:30])[N:4]=1.I[Si](C)(C)C. Product: [OH:2][C:3]1[C:8]([CH2:9][NH:10][C:11](=[O:25])[C:12]2[CH:13]=[CH:14][C:15]([O:18][C:19]3[CH:24]=[CH:23][CH:22]=[CH:21][CH:20]=3)=[CH:16][CH:17]=2)=[C:7]([C:26]([F:28])([F:27])[F:29])[CH:6]=[C:5]([CH3:30])[N:4]=1. The catalyst class is: 10.